This data is from Peptide-MHC class II binding affinity with 134,281 pairs from IEDB. The task is: Regression. Given a peptide amino acid sequence and an MHC pseudo amino acid sequence, predict their binding affinity value. This is MHC class II binding data. (1) The peptide sequence is SQMLELSWNLNGLQAY. The MHC is HLA-DQA10101-DQB10501 with pseudo-sequence HLA-DQA10101-DQB10501. The binding affinity (normalized) is 0.682. (2) The peptide sequence is SQLVWMACHSMFE. The MHC is DRB5_0101 with pseudo-sequence DRB5_0101. The binding affinity (normalized) is 0.433. (3) The peptide sequence is GPVFTFLAYLVLDPL. The MHC is HLA-DPA10201-DPB10101 with pseudo-sequence HLA-DPA10201-DPB10101. The binding affinity (normalized) is 0.802. (4) The peptide sequence is LDGVNLVASQPIFTG. The MHC is DRB1_0101 with pseudo-sequence DRB1_0101. The binding affinity (normalized) is 0.990. (5) The binding affinity (normalized) is 0.324. The MHC is DRB1_0101 with pseudo-sequence DRB1_0101. The peptide sequence is LLIVLKIHLLNSNAL. (6) The peptide sequence is YATFFIKANSKFIGITE. The MHC is H-2-IAb with pseudo-sequence H-2-IAb. The binding affinity (normalized) is 0. (7) The peptide sequence is AQLGLRKKTKQSITE. The binding affinity (normalized) is 0.104. The MHC is H-2-IAb with pseudo-sequence H-2-IAb.